This data is from Catalyst prediction with 721,799 reactions and 888 catalyst types from USPTO. The task is: Predict which catalyst facilitates the given reaction. Reactant: [OH-].[Li+].[CH:3]([O:6][C:7]1[CH:8]=[C:9]([CH:23]=[C:24]([O:29][CH:30]([CH3:32])[CH3:31])[C:25]=1[O:26][CH2:27][CH3:28])[C:10]([NH:12][C:13]1[CH:21]=[CH:20][C:16]([C:17]([O-:19])=[O:18])=[C:15]([F:22])[CH:14]=1)=[O:11])([CH3:5])[CH3:4]. Product: [CH:3]([O:6][C:7]1[CH:8]=[C:9]([CH:23]=[C:24]([O:29][CH:30]([CH3:31])[CH3:32])[C:25]=1[O:26][CH2:27][CH3:28])[C:10]([NH:12][C:13]1[CH:21]=[CH:20][C:16]([C:17]([OH:19])=[O:18])=[C:15]([F:22])[CH:14]=1)=[O:11])([CH3:5])[CH3:4]. The catalyst class is: 1.